Task: Predict which catalyst facilitates the given reaction.. Dataset: Catalyst prediction with 721,799 reactions and 888 catalyst types from USPTO (1) Reactant: [C:1]([O:5][C@@H:6]([C:12]1[C:37]([CH3:38])=[N:36][C:35]2=[CH:39][C:32]3=[N:33][N:34]2[C:13]=1[N:14]1[CH2:43][CH2:42][C:17]([CH3:44])([O:18][CH2:19][CH2:20][CH2:21][CH2:22][C:23]2[CH:24]=[C:25]([F:41])[C:26]([F:40])=[CH:27][C:28]=2[CH2:29][O:30][CH2:31]3)[CH2:16][CH2:15]1)[C:7]([O:9]CC)=[O:8])([CH3:4])([CH3:3])[CH3:2].[OH-].[Na+]. Product: [C:1]([O:5][C@@H:6]([C:12]1[C:37]([CH3:38])=[N:36][C:35]2=[CH:39][C:32]3=[N:33][N:34]2[C:13]=1[N:14]1[CH2:43][CH2:42][C:17]([CH3:44])([O:18][CH2:19][CH2:20][CH2:21][CH2:22][C:23]2[CH:24]=[C:25]([F:41])[C:26]([F:40])=[CH:27][C:28]=2[CH2:29][O:30][CH2:31]3)[CH2:16][CH2:15]1)[C:7]([OH:9])=[O:8])([CH3:4])([CH3:2])[CH3:3]. The catalyst class is: 14. (2) Reactant: [Br:1][C:2]1[CH:3]=[C:4](B2OC(C)(C)C(C)(C)O2)[CH:5]=[C:6]([Br:10])[C:7]=1[O:8][CH3:9].[Cl:20][C:21]1[N:22]=[N:23][C:24](I)=[CH:25][CH:26]=1.C(=O)([O-])[O-].[Na+].[Na+]. Product: [Cl:20][C:21]1[N:22]=[N:23][C:24]([C:4]2[CH:5]=[C:6]([Br:10])[C:7]([O:8][CH3:9])=[C:2]([Br:1])[CH:3]=2)=[CH:25][CH:26]=1. The catalyst class is: 77. (3) Reactant: [CH:1]1[C:14]2[C:5](=[CH:6][C:7]3[C:12]([C:13]=2CO)=[CH:11][CH:10]=[CH:9][CH:8]=3)[CH:4]=[CH:3][CH:2]=1.C1(N=C=NC2CCCCC2)CCCCC1.[C:32]([OH:37])(=[O:36])[C:33]([CH3:35])=[CH2:34]. Product: [C:32]([OH:37])(=[O:36])[C:33]([CH3:35])=[CH2:34].[CH:4]1[C:5]2[C:14](=[CH:13][C:12]3[C:7]([CH:6]=2)=[CH:8][CH:9]=[CH:10][CH:11]=3)[CH:1]=[CH:2][CH:3]=1. The catalyst class is: 1. (4) Reactant: [CH:1]([C:4]1[C:13]2[C:8](=[CH:9][CH:10]=[CH:11][CH:12]=2)[N:7]=[C:6](O)[CH:5]=1)([CH3:3])[CH3:2].O=P(Cl)(Cl)[Cl:17]. Product: [Cl:17][C:6]1[CH:5]=[C:4]([CH:1]([CH3:3])[CH3:2])[C:13]2[C:8](=[CH:9][CH:10]=[CH:11][CH:12]=2)[N:7]=1. The catalyst class is: 11. (5) Product: [Br:2][C@@H:13]([C:9]1[CH:10]=[CH:11][CH:12]=[C:7]([F:6])[CH:8]=1)[C@@H:15]1[O:20][CH2:19][CH2:18][N:17]([CH2:21][C:22]2[CH:27]=[CH:26][CH:25]=[CH:24][CH:23]=2)[CH2:16]1.[Br:2][C@H:35]([C:31]1[CH:32]=[CH:33][CH:34]=[C:29]([F:28])[CH:30]=1)[C@H:37]1[O:42][CH2:41][CH2:40][N:39]([CH2:43][C:44]2[CH:49]=[CH:48][CH:47]=[CH:46][CH:45]=2)[CH2:38]1. Reactant: C(Br)(Br)(Br)[Br:2].[F:6][C:7]1[CH:8]=[C:9]([C@H:13]([C@@H:15]2[O:20][CH2:19][CH2:18][N:17]([CH2:21][C:22]3[CH:27]=[CH:26][CH:25]=[CH:24][CH:23]=3)[CH2:16]2)O)[CH:10]=[CH:11][CH:12]=1.[F:28][C:29]1[CH:30]=[C:31]([C@@H:35]([C@H:37]2[O:42][CH2:41][CH2:40][N:39]([CH2:43][C:44]3[CH:49]=[CH:48][CH:47]=[CH:46][CH:45]=3)[CH2:38]2)O)[CH:32]=[CH:33][CH:34]=1.C1(P(C2C=CC=CC=2)C2C=CC=CC=2)C=CC=CC=1. The catalyst class is: 4. (6) Reactant: [Cl:1][C:2]1[CH:21]=[C:20]([O:22]C)[C:5]2[NH:6][C:7]([NH:12][C:13]3[CH:18]=[CH:17][CH:16]=[CH:15][C:14]=3[Cl:19])=[N:8][S:9](=O)(=O)[C:4]=2[CH:3]=1.B(Br)(Br)Br. Product: [Cl:1][C:2]1[CH:3]=[C:4]2[S:9][N:8]=[C:7]([NH:12][C:13]3[CH:18]=[CH:17][CH:16]=[CH:15][C:14]=3[Cl:19])[NH:6][C:5]2=[C:20]([OH:22])[CH:21]=1. The catalyst class is: 2. (7) Reactant: [CH:1]1([CH2:4][CH2:5][N:6]2[C:11](=[O:12])[CH2:10][C:9](=[O:13])[N:8]([CH2:14][CH2:15][CH:16]3[CH2:18][CH2:17]3)[C:7]2=[O:19])[CH2:3][CH2:2]1.C(N(C(C)C)CC)(C)C.[N:29]([CH2:32][C:33]([O:35]CC)=[O:34])=[C:30]=[O:31]. Product: [CH:16]1([CH2:15][CH2:14][N:8]2[C:9]([OH:13])=[C:10]([C:30]([NH:29][CH2:32][C:33]([OH:35])=[O:34])=[O:31])[C:11](=[O:12])[N:6]([CH2:5][CH2:4][CH:1]3[CH2:2][CH2:3]3)[C:7]2=[O:19])[CH2:18][CH2:17]1. The catalyst class is: 4. (8) Reactant: C[O:2][C:3](=[O:38])[CH2:4][CH:5]([C:7]1[CH:12]=[CH:11][C:10]([CH2:13][N:14]2[CH:19]=[CH:18][CH:17]=[C:16]([C:20]3[CH:25]=[CH:24][C:23]([NH:26][C:27]([NH:29][C:30]4[CH:35]=[CH:34][CH:33]=[CH:32][C:31]=4[CH3:36])=[O:28])=[CH:22][CH:21]=3)[C:15]2=[O:37])=[CH:9][CH:8]=1)[CH3:6].[OH-].[Li+]. Product: [O:37]=[C:15]1[C:16]([C:20]2[CH:25]=[CH:24][C:23]([NH:26][C:27]([NH:29][C:30]3[CH:35]=[CH:34][CH:33]=[CH:32][C:31]=3[CH3:36])=[O:28])=[CH:22][CH:21]=2)=[CH:17][CH:18]=[CH:19][N:14]1[CH2:13][C:10]1[CH:11]=[CH:12][C:7]([CH:5]([CH3:6])[CH2:4][C:3]([OH:38])=[O:2])=[CH:8][CH:9]=1. The catalyst class is: 7. (9) Reactant: [F:1][C:2]([F:19])([F:18])[C:3]1[N:8]=[C:7]([N:9]2[CH2:13][C@@H:12]3[C@H:14]([OH:17])[CH2:15][CH2:16][C@@H:11]3[CH2:10]2)[CH:6]=[CH:5][CH:4]=1.C(N(CC)CC)C.CN1C=CN=C1.[Br:33][C:34]1[CH:39]=[CH:38][C:37]([S:40](Cl)(=[O:42])=[O:41])=[CH:36][CH:35]=1. Product: [Br:33][C:34]1[CH:39]=[CH:38][C:37]([S:40]([O:17][C@H:14]2[C@@H:12]3[C@@H:11]([CH2:10][N:9]([C:7]4[CH:6]=[CH:5][CH:4]=[C:3]([C:2]([F:1])([F:18])[F:19])[N:8]=4)[CH2:13]3)[CH2:16][CH2:15]2)(=[O:42])=[O:41])=[CH:36][CH:35]=1. The catalyst class is: 4. (10) Reactant: Cl[C:2]1[CH:7]=[CH:6][C:5]([C:8]2[CH:13]=[CH:12][C:11]([N+:14]([O-:16])=[O:15])=[CH:10][N:9]=2)=[CH:4][CH:3]=1.[BH:17]([O-:19])[O-:18].C([O-])(=O)C.[K+].[CH3:25][CH:26]([C:28]1[CH:33]=C(C(C)C)C(C2C=CC=CC=2P(C2CCCCC2)C2CCCCC2)=C(C(C)C)[CH:29]=1)[CH3:27]. Product: [N+:14]([C:11]1[CH:12]=[CH:13][C:8]([C:5]2[CH:6]=[CH:7][C:2]([B:17]3[O:19][C:28]([CH3:33])([CH3:29])[C:26]([CH3:27])([CH3:25])[O:18]3)=[CH:3][CH:4]=2)=[N:9][CH:10]=1)([O-:16])=[O:15]. The catalyst class is: 12.